Dataset: Full USPTO retrosynthesis dataset with 1.9M reactions from patents (1976-2016). Task: Predict the reactants needed to synthesize the given product. Given the product [CH3:40][O:39][C:20]1[CH:19]=[C:18]([CH:23]=[CH:22][C:21]=1[O:24][CH2:25][C:26]1[CH:31]=[CH:30][C:29]([C:32]([F:38])([F:37])[C:33]([F:36])([F:34])[F:35])=[CH:28][CH:27]=1)[CH2:17][N:8]1[C:5]2=[N:6][CH:7]=[C:2]([C:45]3[CH:44]=[N:43][N:42]([CH3:41])[CH:46]=3)[CH:3]=[C:4]2[N:10]=[C:9]1[NH2:11], predict the reactants needed to synthesize it. The reactants are: I[C:2]1[CH:3]=[C:4]2[N:10]=[C:9]([NH:11]C(=O)OCC)[N:8]([CH2:17][C:18]3[CH:23]=[CH:22][C:21]([O:24][CH2:25][C:26]4[CH:31]=[CH:30][C:29]([C:32]([F:38])([F:37])[C:33]([F:36])([F:35])[F:34])=[CH:28][CH:27]=4)=[C:20]([O:39][CH3:40])[CH:19]=3)[C:5]2=[N:6][CH:7]=1.[CH3:41][N:42]1[CH:46]=[C:45](B2OC(C)(C)C(C)(C)O2)[CH:44]=[N:43]1.